From a dataset of Forward reaction prediction with 1.9M reactions from USPTO patents (1976-2016). Predict the product of the given reaction. (1) Given the reactants [NH2:1][C:2]1[N:7]=[CH:6][N:5]=[C:4]2[N:8]([C@@H:26]3[CH2:30][CH2:29][N:28](C(OC(C)(C)C)=O)[CH2:27]3)[N:9]=[C:10]([C:11]3[CH:16]=[CH:15][C:14]([C:17](=[O:25])[NH:18][C:19]4[CH:24]=[CH:23][CH:22]=[CH:21][N:20]=4)=[CH:13][CH:12]=3)[C:3]=12.[ClH:38], predict the reaction product. The product is: [ClH:38].[NH2:1][C:2]1[N:7]=[CH:6][N:5]=[C:4]2[N:8]([C@@H:26]3[CH2:30][CH2:29][NH:28][CH2:27]3)[N:9]=[C:10]([C:11]3[CH:12]=[CH:13][C:14]([C:17]([NH:18][C:19]4[CH:24]=[CH:23][CH:22]=[CH:21][N:20]=4)=[O:25])=[CH:15][CH:16]=3)[C:3]=12. (2) Given the reactants [Cl:1][C:2]1[C:7]([Cl:8])=[CH:6][CH:5]=[CH:4][C:3]=1[C:9]1[S:10][CH:11]=[C:12]([C:14]([OH:16])=[O:15])[N:13]=1.C(N([CH:23]([CH3:25])C)CC)(C)C.C([NH3+])C.[OH2:29].C[N:31]([CH:33]=[O:34])[CH3:32], predict the reaction product. The product is: [O:29]=[C:32]1[CH2:25][CH2:23][C:33](=[O:34])[N:31]1[O:15][C:14]([C:12]1[N:13]=[C:9]([C:3]2[CH:4]=[CH:5][CH:6]=[C:7]([Cl:8])[C:2]=2[Cl:1])[S:10][CH:11]=1)=[O:16]. (3) Given the reactants [F:1][C:2]1[CH:7]=[CH:6][C:5]([C:8]2(O)[C:16]3[C:11](=[CH:12][CH:13]=[CH:14][CH:15]=3)[C:10](=[O:17])[N:9]2[CH2:18][CH2:19][CH3:20])=[CH:4][CH:3]=1.S(Cl)([Cl:24])=O, predict the reaction product. The product is: [Cl:24][C:8]1([C:5]2[CH:6]=[CH:7][C:2]([F:1])=[CH:3][CH:4]=2)[C:16]2[C:11](=[CH:12][CH:13]=[CH:14][CH:15]=2)[C:10](=[O:17])[N:9]1[CH2:18][CH2:19][CH3:20]. (4) Given the reactants [NH:1]1[CH:5]=[C:4]([C:6]2[CH:11]=[C:10]([C:12]3[N:13]=[N:14][N:15](CC4C=CC(OC)=CC=4)[C:16]=3[C:17]([F:20])([F:19])[F:18])[CH:9]=[CH:8][N:7]=2)[N:3]=[CH:2]1.Br[CH2:31][CH2:32][C:33]1[CH:38]=[CH:37][C:36]([CH3:39])=[CH:35][CH:34]=1.C([O-])([O-])=O.[Cs+].[Cs+], predict the reaction product. The product is: [CH3:39][C:36]1[CH:37]=[CH:38][C:33]([CH2:32][CH2:31][N:1]2[CH:5]=[C:4]([C:6]3[CH:11]=[C:10]([C:12]4[N:13]=[N:14][NH:15][C:16]=4[C:17]([F:20])([F:19])[F:18])[CH:9]=[CH:8][N:7]=3)[N:3]=[CH:2]2)=[CH:34][CH:35]=1.